From a dataset of Reaction yield outcomes from USPTO patents with 853,638 reactions. Predict the reaction yield, written as a fraction of the theoretical maximum amount of product (1.0 means a 100% yield; for example, 0.34 means a 34% yield). (1) The reactants are [CH3:1][O:2][C:3]1[CH:4]=[C:5]([Mg]Br)[CH:6]=[CH:7][CH:8]=1.[C:11](=[S:13])=S.ClCC(O)=O.C(=O)(O)[O-].[Na+].[NH2:24][NH2:25]. The catalyst is CCOCC.O.C(O)C. The product is [CH3:1][O:2][C:3]1[CH:4]=[C:5]([CH:6]=[CH:7][CH:8]=1)[C:11](=[S:13])[NH:24][NH2:25]. The yield is 0.550. (2) The reactants are [F:1][C:2]1[CH:8]=[CH:7][C:5]([NH2:6])=[CH:4][CH:3]=1.[CH:9]([C:11]1[N:12]=[CH:13][NH:14][CH:15]=1)=O.C(O[BH-](OC(=O)C)OC(=O)C)(=O)C.[Na+].C(O)(=O)C. The catalyst is ClCCCl. The product is [F:1][C:2]1[CH:8]=[CH:7][C:5]([NH:6][CH2:9][C:11]2[N:12]=[CH:13][NH:14][CH:15]=2)=[CH:4][CH:3]=1. The yield is 0.160. (3) The reactants are Cl[C:2]1[N:7]=[C:6]([C:8]([NH2:10])=[O:9])[CH:5]=[C:4](Cl)[N:3]=1.[OH:12][C@@H:13]([CH3:19])[C:14]([O:16][CH2:17][CH3:18])=[O:15].[H-].[Na+].[F:22][C:23]1[CH:44]=[CH:43][C:26]([O:27][C:28]2[CH:33]=[CH:32][C:31](B3OC(C)(C)C(C)(C)O3)=[CH:30][CH:29]=2)=[CH:25][CH:24]=1.C([O-])([O-])=O.[Na+].[Na+]. The catalyst is C1COCC1.C1C=CC(P(C2C=CC=CC=2)[C-]2C=CC=C2)=CC=1.C1C=CC(P(C2C=CC=CC=2)[C-]2C=CC=C2)=CC=1.Cl[Pd]Cl.[Fe+2]. The product is [C:8]([C:6]1[N:7]=[C:2]([C:31]2[CH:30]=[CH:29][C:28]([O:27][C:26]3[CH:25]=[CH:24][C:23]([F:22])=[CH:44][CH:43]=3)=[CH:33][CH:32]=2)[N:3]=[C:4]([O:12][C@@H:13]([CH3:19])[C:14]([O:16][CH2:17][CH3:18])=[O:15])[CH:5]=1)(=[O:9])[NH2:10]. The yield is 0.900. (4) The product is [F:35][C:34]([F:37])([F:36])[C:39]([OH:42])=[O:40].[Cl:33][C:30]1[CH:31]=[CH:32][C:27]([O:26][C:23]2[CH:24]=[CH:25][C:20]([CH2:19][CH2:18][O:17][C:15]3[NH:38][CH:2]=[C:3]([CH2:8][C:9]4[CH:10]=[N:11][N:12]([CH3:14])[CH:13]=4)[C:4](=[O:6])[N:16]=3)=[CH:21][CH:22]=2)=[CH:28][C:29]=1[C:34]([F:35])([F:36])[F:37]. The reactants are O/[CH:2]=[C:3](/[CH2:8][C:9]1[CH:10]=[N:11][N:12]([CH3:14])[CH:13]=1)\[C:4]([O:6]C)=O.[C:15](=[NH:38])([O:17][CH2:18][CH2:19][C:20]1[CH:25]=[CH:24][C:23]([O:26][C:27]2[CH:32]=[CH:31][C:30]([Cl:33])=[C:29]([C:34]([F:37])([F:36])[F:35])[CH:28]=2)=[CH:22][CH:21]=1)[NH2:16].[C:39]([O-:42])([O-])=[O:40].[K+].[K+]. The catalyst is C1(C)C=CC=CC=1. The yield is 0.168. (5) The catalyst is CO.[Pd]. The yield is 0.900. The reactants are [N+:1]([C:4]1[CH:9]=[CH:8][N:7]=[C:6]([C:10]([F:13])([F:12])[F:11])[CH:5]=1)([O-])=O. The product is [F:13][C:10]([F:11])([F:12])[C:6]1[CH:5]=[C:4]([NH2:1])[CH:9]=[CH:8][N:7]=1. (6) The reactants are Br[C:2]1[CH:3]=[C:4]([NH:10][C:11]2[CH:16]=[CH:15][N:14]=[C:13]([O:17][CH3:18])[N:12]=2)[C:5](=[O:9])[N:6]([CH3:8])[CH:7]=1.[C:19]([O:22][CH2:23][C:24]1[C:29]([N:30]2[CH2:42][CH2:41][N:33]3[C:34]4[CH2:35][CH2:36][CH2:37][CH2:38][C:39]=4[CH:40]=[C:32]3[C:31]2=[O:43])=[CH:28][C:27]([F:44])=[CH:26][C:25]=1B1OC(C)(C)C(C)(C)O1)(=[O:21])[CH3:20].C(=O)([O-])[O-].[Na+].[Na+].COCCOC. The catalyst is C1C=CC([P]([Pd]([P](C2C=CC=CC=2)(C2C=CC=CC=2)C2C=CC=CC=2)([P](C2C=CC=CC=2)(C2C=CC=CC=2)C2C=CC=CC=2)[P](C2C=CC=CC=2)(C2C=CC=CC=2)C2C=CC=CC=2)(C2C=CC=CC=2)C2C=CC=CC=2)=CC=1.C(Cl)Cl.C(OCC)C.CO. The product is [C:19]([O:22][CH2:23][C:24]1[C:29]([N:30]2[CH2:42][CH2:41][N:33]3[C:34]4[CH2:35][CH2:36][CH2:37][CH2:38][C:39]=4[CH:40]=[C:32]3[C:31]2=[O:43])=[CH:28][C:27]([F:44])=[CH:26][C:25]=1[C:2]1[CH:3]=[C:4]([NH:10][C:11]2[CH:16]=[CH:15][N:14]=[C:13]([O:17][CH3:18])[N:12]=2)[C:5](=[O:9])[N:6]([CH3:8])[CH:7]=1)(=[O:21])[CH3:20]. The yield is 0.980. (7) The reactants are [F:1][C:2]([F:14])([F:13])[CH2:3][O:4][C:5]1[CH:6]=[CH:7][C:8]([CH2:11]O)=[N:9][CH:10]=1.[K+].[Br-].C(=O)(O)[O-].[O-]Cl.[Na+].FC(F)(F)COC1C=CC(C=O)=NC=1.[CH3:38][C:39]([S@:42]([NH2:44])=[O:43])([CH3:41])[CH3:40]. The catalyst is ClCCl.[O-]S([O-])(=O)=O.[Cu+2].CC1(C)N([O])C(C)(C)CCC1. The product is [CH3:38][C:39]([S@:42]([N:44]=[CH:11][C:8]1[CH:7]=[CH:6][C:5]([O:4][CH2:3][C:2]([F:14])([F:13])[F:1])=[CH:10][N:9]=1)=[O:43])([CH3:41])[CH3:40]. The yield is 0.660.